This data is from Full USPTO retrosynthesis dataset with 1.9M reactions from patents (1976-2016). The task is: Predict the reactants needed to synthesize the given product. Given the product [F:15][C:14]([F:17])([F:16])[CH:13]([C:18]1[CH:19]=[N:20][CH:21]=[CH:22][CH:23]=1)[O:12][C:11]1[C:2]([NH:33][S:30]([C:24]2[CH:29]=[CH:28][CH:27]=[CH:26][CH:25]=2)(=[O:32])=[O:31])=[N:3][C:4]2[C:9]([N:10]=1)=[CH:8][CH:7]=[CH:6][CH:5]=2, predict the reactants needed to synthesize it. The reactants are: Cl[C:2]1[C:11]([O:12][CH:13]([C:18]2[CH:19]=[N:20][CH:21]=[CH:22][CH:23]=2)[C:14]([F:17])([F:16])[F:15])=[N:10][C:9]2[C:4](=[CH:5][CH:6]=[CH:7][CH:8]=2)[N:3]=1.[C:24]1([S:30]([NH2:33])(=[O:32])=[O:31])[CH:29]=[CH:28][CH:27]=[CH:26][CH:25]=1.C(=O)([O-])[O-].[K+].[K+].C(O)(=O)C.